The task is: Regression. Given a peptide amino acid sequence and an MHC pseudo amino acid sequence, predict their binding affinity value. This is MHC class II binding data.. This data is from Peptide-MHC class II binding affinity with 134,281 pairs from IEDB. The peptide sequence is TDAATHNPWASQKH. The MHC is DRB1_1201 with pseudo-sequence DRB1_1201. The binding affinity (normalized) is 0.